From a dataset of Forward reaction prediction with 1.9M reactions from USPTO patents (1976-2016). Predict the product of the given reaction. (1) The product is: [CH3:28][C:3]1([CH3:29])[CH:2]([C:30]2[CH:31]=[CH:32][CH:33]=[CH:34][CH:35]=2)[C:6]2[C:7]([CH3:27])=[C:8]([N:13]3[CH2:14][CH2:15][N:16]([C:19]4[CH:20]=[CH:21][C:22]([O:25][CH3:26])=[CH:23][CH:24]=4)[CH2:17][CH2:18]3)[C:9]([CH3:12])=[C:10]([CH3:11])[C:5]=2[O:4]1. Given the reactants O[C:2]1([C:30]2[CH:35]=[CH:34][CH:33]=[CH:32][CH:31]=2)[C:6]2[C:7]([CH3:27])=[C:8]([N:13]3[CH2:18][CH2:17][N:16]([C:19]4[CH:24]=[CH:23][C:22]([O:25][CH3:26])=[CH:21][CH:20]=4)[CH2:15][CH2:14]3)[C:9]([CH3:12])=[C:10]([CH3:11])[C:5]=2[O:4][C:3]1([CH3:29])[CH3:28], predict the reaction product. (2) Given the reactants [OH:1][CH:2]1[CH2:7][CH2:6][N:5]([C:8]([O:10][C:11]([CH3:14])([CH3:13])[CH3:12])=[O:9])[CH2:4][CH2:3]1.[H-].[Na+].[Br:17][C:18]1C=CN=[C:20](F)[CH:19]=1.O.[CH3:26][N:27]([CH:29]=O)C, predict the reaction product. The product is: [Br:17][C:18]1[CH:19]=[CH:20][C:26]([O:1][CH:2]2[CH2:3][CH2:4][N:5]([C:8]([O:10][C:11]([CH3:14])([CH3:13])[CH3:12])=[O:9])[CH2:6][CH2:7]2)=[N:27][CH:29]=1. (3) Given the reactants [CH3:1][CH:2]1[CH2:7][CH:6]([CH2:8][NH2:9])[CH2:5][CH2:4][NH:3]1.[C:10](O[C:10]([O:12][C:13]([CH3:16])([CH3:15])[CH3:14])=[O:11])([O:12][C:13]([CH3:16])([CH3:15])[CH3:14])=[O:11], predict the reaction product. The product is: [C:13]([O:12][C:10](=[O:11])[NH:9][CH2:8][CH:6]1[CH2:5][CH2:4][NH:3][CH:2]([CH3:1])[CH2:7]1)([CH3:16])([CH3:15])[CH3:14].